This data is from Experimentally validated miRNA-target interactions with 360,000+ pairs, plus equal number of negative samples. The task is: Binary Classification. Given a miRNA mature sequence and a target amino acid sequence, predict their likelihood of interaction. (1) The miRNA is hsa-miR-4287 with sequence UCUCCCUUGAGGGCACUUU. The protein sequence of the target gene is MAESSAATQSPSVSSSSSGAEPSALGGGGGSPGACPALGAKSCGSSCADSFVSSSSSQPVSIFSTSQAGLSSLCSDEPPSKSMTSSFLSSSEIHNPDPTTPLGEKSETLGSQFVLAKGKDPLVLLDKKKLDSPQGTNKDRVDAPVSLATGIPCSHPSIPDSFPEQPAFLSKEIGPAEEWVVKDQEPKNPNKVPDGEDRSALDFGQSKAEHICTYSLSPSELPVASVEKDSPESPFEVIIDKATFDREFKDLYKENPNDLGGWAAHGDRESPADLLEMNDKLFPLRNKEAGRYPSSVLLGR.... Result: 0 (no interaction). (2) The miRNA is hsa-miR-130b-3p with sequence CAGUGCAAUGAUGAAAGGGCAU. The protein sequence of the target gene is MAVAAAAAAAGPAGAGGGRAQRSGLLEVLVRDRWHKVLVNLSEDALVLSSEEGAAAYNGIGTATNGSFCRGAGAGHPGAGGAQPPDSPAGVRTAFTDLPEQVPESISNQKRGVKVLKQELGGLGISIKGGKENKMPILISKIFKGLAADQTQALYVGDAILSVNGADLRDATHDEAVQALKRAGKEVLLEVKYMREATPYVKKGSPVSEIGWETPPPESPRLGGSTSDPPSSQSFSFHRDRKSIPLKMCYVTRSMALADPENRQLEIHSPDAKHTVILRSKDSATAQAWFSAIHSNVNDL.... Result: 1 (interaction). (3) Result: 1 (interaction). The protein sequence of the target gene is MVKLDIHTLAHHLKQERLYVNSEKQLIQRLNADVLKTAEKLYRTAWIAKQQRINLDRLIITSAEASPAECCQHAKILEDTQFVDGYKQLGFQETAYGEFLSRLRENPRLIASSLVAGEKLNQENTQSVIYTVFTSLYGNCIMQEDESYLLQVLRYLIEFELKESDNPRRLLRRGTCAFSILFKLFSEGLFSAKLFLTATLHEPIMQLLVEDEDHLETDPNKLIERFSPSQQEKLFGEKGSDRFRQKVQEMVESNEAKLVALVNKFIGYLKQNTYCFPHSLRWIVSQMYKTLSCVDRLEVG.... The miRNA is hsa-miR-6888-5p with sequence AAGGAGAUGCUCAGGCAGAU. (4) The miRNA is hsa-miR-6892-3p with sequence UCCCUCUCCCACCCCUUGCAG. The protein sequence of the target gene is MAAPVVAPPGVVVSRANKRSGAGPGGSGGGGARGAEEEPPPPLQAVLVADSFDRRFFPISKDQPRVLLPLANVALIDYTLEFLTATGVQETFVFCCWKAAQIKEHLLKSKWCRPTSLNVVRIITSELYRSLGDVLRDVDAKALVRSDFLLVYGDVISNINITRALEEHRLRRKLEKNVSVMTMIFKESSPSHPTRCHEDNVVVAVDSTTNRVLHFQKTQGLRRFAFPLSLFQGSSDGVEVRYDLLDCHISICSPQVAQLFTDNFDYQTRDDFVRGLLVNEEILGNQIHMHVTAKEYGARV.... Result: 1 (interaction).